Task: Regression. Given two drug SMILES strings and cell line genomic features, predict the synergy score measuring deviation from expected non-interaction effect.. Dataset: NCI-60 drug combinations with 297,098 pairs across 59 cell lines Drug 1: C1=CC=C(C=C1)NC(=O)CCCCCCC(=O)NO. Drug 2: CC(C)CN1C=NC2=C1C3=CC=CC=C3N=C2N. Cell line: A549. Synergy scores: CSS=1.37, Synergy_ZIP=-0.808, Synergy_Bliss=3.29, Synergy_Loewe=3.23, Synergy_HSA=2.23.